From a dataset of NCI-60 drug combinations with 297,098 pairs across 59 cell lines. Regression. Given two drug SMILES strings and cell line genomic features, predict the synergy score measuring deviation from expected non-interaction effect. (1) Drug 1: C#CCC(CC1=CN=C2C(=N1)C(=NC(=N2)N)N)C3=CC=C(C=C3)C(=O)NC(CCC(=O)O)C(=O)O. Drug 2: C1CC(=O)NC(=O)C1N2C(=O)C3=CC=CC=C3C2=O. Cell line: TK-10. Synergy scores: CSS=-3.77, Synergy_ZIP=0.834, Synergy_Bliss=-1.74, Synergy_Loewe=-4.35, Synergy_HSA=-4.41. (2) Drug 1: C1=C(C(=O)NC(=O)N1)N(CCCl)CCCl. Drug 2: CCCCCOC(=O)NC1=NC(=O)N(C=C1F)C2C(C(C(O2)C)O)O. Cell line: HCT116. Synergy scores: CSS=31.6, Synergy_ZIP=5.19, Synergy_Bliss=6.70, Synergy_Loewe=-7.24, Synergy_HSA=6.34. (3) Drug 1: C1CC(=O)NC(=O)C1N2CC3=C(C2=O)C=CC=C3N. Drug 2: CNC(=O)C1=NC=CC(=C1)OC2=CC=C(C=C2)NC(=O)NC3=CC(=C(C=C3)Cl)C(F)(F)F. Cell line: MDA-MB-435. Synergy scores: CSS=38.9, Synergy_ZIP=1.18, Synergy_Bliss=3.82, Synergy_Loewe=3.90, Synergy_HSA=3.35. (4) Drug 1: C1=NC2=C(N1)C(=S)N=C(N2)N. Synergy scores: CSS=19.8, Synergy_ZIP=-8.67, Synergy_Bliss=-2.03, Synergy_Loewe=-3.49, Synergy_HSA=-2.40. Drug 2: CC(C)(C#N)C1=CC(=CC(=C1)CN2C=NC=N2)C(C)(C)C#N. Cell line: UACC-257. (5) Cell line: SK-MEL-5. Drug 2: C1CC(=O)NC(=O)C1N2C(=O)C3=CC=CC=C3C2=O. Synergy scores: CSS=29.6, Synergy_ZIP=-1.92, Synergy_Bliss=2.01, Synergy_Loewe=-13.2, Synergy_HSA=2.92. Drug 1: COC1=C(C=C2C(=C1)N=CN=C2NC3=CC(=C(C=C3)F)Cl)OCCCN4CCOCC4.